This data is from Forward reaction prediction with 1.9M reactions from USPTO patents (1976-2016). The task is: Predict the product of the given reaction. (1) The product is: [CH2:1]([C:5]1[N:6]=[C:7]([CH3:27])[N:8]([CH2:35][C:36]2[CH:41]=[CH:40][C:39]([F:42])=[CH:38][C:37]=2[F:43])[C:9](=[O:26])[C:10]=1[CH2:11][C:12]1[CH:17]=[CH:16][C:15]([C:18]2[C:19]([C:24]#[N:25])=[CH:20][CH:21]=[CH:22][CH:23]=2)=[CH:14][CH:13]=1)[CH2:2][CH2:3][CH3:4]. Given the reactants [CH2:1]([C:5]1[N:6]=[C:7]([CH3:27])[NH:8][C:9](=[O:26])[C:10]=1[CH2:11][C:12]1[CH:17]=[CH:16][C:15]([C:18]2[C:19]([C:24]#[N:25])=[CH:20][CH:21]=[CH:22][CH:23]=2)=[CH:14][CH:13]=1)[CH2:2][CH2:3][CH3:4].C(=O)([O-])[O-].[K+].[K+].Br[CH2:35][C:36]1[CH:41]=[CH:40][C:39]([F:42])=[CH:38][C:37]=1[F:43].CN(C)C=O, predict the reaction product. (2) Given the reactants [Br:1][C:2]1[CH:7]=[C:6]([F:8])[CH:5]=[CH:4][C:3]=1[CH:9]1[N:14]=[C:13]([C:15]2[S:16][CH:17]=[CH:18][N:19]=2)[NH:12][C:11]([CH2:20][N:21]2[CH2:26][CH2:25][O:24][CH:23]([C:27](O)=[O:28])[CH2:22]2)=[C:10]1[C:30]([O:32][CH2:33][CH3:34])=[O:31].Cl.[NH2:36][CH2:37][C:38]([O:40][CH2:41][CH3:42])=[O:39], predict the reaction product. The product is: [Br:1][C:2]1[CH:7]=[C:6]([F:8])[CH:5]=[CH:4][C:3]=1[CH:9]1[C:10]([C:30]([O:32][CH2:33][CH3:34])=[O:31])=[C:11]([CH2:20][N:21]2[CH2:26][CH2:25][O:24][CH:23]([C:27](=[O:28])[NH:36][CH2:37][C:38]([O:40][CH2:41][CH3:42])=[O:39])[CH2:22]2)[NH:12][C:13]([C:15]2[S:16][CH:17]=[CH:18][N:19]=2)=[N:14]1. (3) Given the reactants Br[C:2]1[CH:7]=[CH:6][C:5]([NH:8][C:9](=[O:26])[NH:10][C:11]2[CH:25]=[CH:24][C:14]([C:15]([N:17]([CH2:19][CH2:20][N:21]([CH3:23])[CH3:22])[CH3:18])=[O:16])=[CH:13][CH:12]=2)=[CH:4][CH:3]=1.[B:27]1([B:27]2[O:31][C:30]([CH3:33])([CH3:32])[C:29]([CH3:35])([CH3:34])[O:28]2)[O:31][C:30]([CH3:33])([CH3:32])[C:29]([CH3:35])([CH3:34])[O:28]1.CC([O-])=O.[K+].C(Cl)Cl, predict the reaction product. The product is: [CH3:22][N:21]([CH3:23])[CH2:20][CH2:19][N:17]([CH3:18])[C:15](=[O:16])[C:14]1[CH:24]=[CH:25][C:11]([NH:10][C:9]([NH:8][C:5]2[CH:6]=[CH:7][C:2]([B:27]3[O:31][C:30]([CH3:33])([CH3:32])[C:29]([CH3:35])([CH3:34])[O:28]3)=[CH:3][CH:4]=2)=[O:26])=[CH:12][CH:13]=1. (4) Given the reactants [Cl:1][C:2]1[CH:7]=[CH:6][CH:5]=[CH:4][C:3]=1[S:8]([NH:11][C:12]1[C:17]([C:18]2[CH:23]=[CH:22][C:21]([CH2:24]Cl)=[CH:20][CH:19]=2)=[N:16][CH:15]=[CH:14][N:13]=1)(=[O:10])=[O:9].[NH:26]1[C:34]2[C:29](=[CH:30][CH:31]=[CH:32][CH:33]=2)[CH:28]=[CH:27]1, predict the reaction product. The product is: [Cl:1][C:2]1[CH:7]=[CH:6][CH:5]=[CH:4][C:3]=1[S:8]([NH:11][C:12]1[C:17]([C:18]2[CH:19]=[CH:20][C:21]([CH2:24][N:26]3[C:34]4[C:29](=[CH:30][CH:31]=[CH:32][CH:33]=4)[CH:28]=[CH:27]3)=[CH:22][CH:23]=2)=[N:16][CH:15]=[CH:14][N:13]=1)(=[O:10])=[O:9]. (5) The product is: [CH2:29]([N:19]([CH2:18][CH2:17][CH2:16][N:8]([CH2:7][C:4]1[CH:3]=[CH:2][CH:1]=[CH:6][CH:5]=1)[CH2:53][C:49]1[O:48][CH:52]=[CH:51][CH:50]=1)[C:20](=[O:21])[O:22][CH2:23][C:24]1[S:28][CH:27]=[N:26][CH:25]=1)[C:30]1[CH:35]=[CH:34][CH:33]=[CH:32][CH:31]=1. Given the reactants [C:1]1(C2C=CC=CC=2)[CH:6]=[CH:5][C:4]([CH2:7][N:8]([CH2:16][CH2:17][CH2:18][N:19]([CH2:29][C:30]2[CH:35]=[CH:34][C:33](C3C=CC=CC=3)=[CH:32][CH:31]=2)[C:20]([O:22][CH2:23][C:24]2[S:28][CH:27]=[N:26][CH:25]=2)=[O:21])C(=O)OC(C)(C)C)=[CH:3][CH:2]=1.[O:48]1[CH:52]=[CH:51][CH:50]=[C:49]1[CH:53]=O.CC(O)=O, predict the reaction product. (6) The product is: [CH2:1]([O:8][C:9]1[CH:17]=[CH:16][C:12]([C:13]([NH:35][C:32]2[CH:33]=[CH:34][C:29]([N:26]3[CH2:27][CH2:28][C@@H:24]([N:19]4[CH2:20][CH2:21][CH2:22][CH2:23]4)[CH2:25]3)=[C:30]([O:36][CH3:37])[CH:31]=2)=[O:15])=[C:11]([CH3:18])[CH:10]=1)[C:2]1[CH:3]=[CH:4][CH:5]=[CH:6][CH:7]=1. Given the reactants [CH2:1]([O:8][C:9]1[CH:17]=[CH:16][C:12]([C:13]([OH:15])=O)=[C:11]([CH3:18])[CH:10]=1)[C:2]1[CH:7]=[CH:6][CH:5]=[CH:4][CH:3]=1.[N:19]1([C@@H:24]2[CH2:28][CH2:27][N:26]([C:29]3[CH:34]=[CH:33][C:32]([NH2:35])=[CH:31][C:30]=3[O:36][CH3:37])[CH2:25]2)[CH2:23][CH2:22][CH2:21][CH2:20]1, predict the reaction product.